The task is: Predict the reactants needed to synthesize the given product.. This data is from Full USPTO retrosynthesis dataset with 1.9M reactions from patents (1976-2016). (1) Given the product [CH3:1][O:2][C:3](=[O:15])[C:4]1[CH:5]=[C:6]([CH2:7][OH:8])[CH:11]=[C:12]([F:14])[CH:13]=1, predict the reactants needed to synthesize it. The reactants are: [CH3:1][O:2][C:3](=[O:15])[C:4]1[CH:13]=[C:12]([F:14])[CH:11]=[C:6]([C:7](OC)=[O:8])[CH:5]=1.Cl. (2) Given the product [CH3:37][O:36][CH2:35][CH2:34][C:32]1[NH:31][C:30]2[CH:38]=[C:26]([O:25][C:21]3[N:22]=[CH:23][N:24]=[C:19]([N:14]4[CH2:13][CH2:12][C:5]5([O:4][C:3](=[O:17])[NH:2][C:7]6[N:8]=[CH:9][CH:10]=[CH:11][C:6]5=6)[CH2:16][CH2:15]4)[CH:20]=3)[CH:27]=[C:28]([CH3:39])[C:29]=2[N:33]=1, predict the reactants needed to synthesize it. The reactants are: Cl.[NH:2]1[C:7]2[N:8]=[CH:9][CH:10]=[CH:11][C:6]=2[C:5]2([CH2:16][CH2:15][NH:14][CH2:13][CH2:12]2)[O:4][C:3]1=[O:17].Cl[C:19]1[N:24]=[CH:23][N:22]=[C:21]([O:25][C:26]2[CH:27]=[C:28]([CH3:39])[C:29]3[N:33]=[C:32]([CH2:34][CH2:35][O:36][CH3:37])[NH:31][C:30]=3[CH:38]=2)[CH:20]=1.CCN(C(C)C)C(C)C.[OH-].[Na+]. (3) Given the product [Cl:1][C:2]1[N:7]=[C:6]([N:11]([CH2:9][CH3:10])[CH3:12])[CH:5]=[CH:4][N:3]=1.[Cl:8][C:6]1[CH:5]=[CH:4][N:3]=[C:2]([N:11]([CH2:9][CH3:10])[CH3:12])[N:7]=1, predict the reactants needed to synthesize it. The reactants are: [Cl:1][C:2]1[N:7]=[C:6]([Cl:8])[CH:5]=[CH:4][N:3]=1.[CH2:9]([NH:11][CH3:12])[CH3:10].C([O-])(O)=O.[Na+]. (4) Given the product [CH2:11]([C@H:14]1[CH2:19][C@H:18]([C:20]2[CH:25]=[CH:24][CH:23]=[C:22]([Cl:26])[CH:21]=2)[C@@H:17]([C:27]2[CH:28]=[CH:29][C:30]([Cl:33])=[CH:31][CH:32]=2)[N:16]([C@@H:34]([CH2:40][CH3:41])[CH:35]=[O:36])[C:15]1=[O:42])[CH:12]=[CH2:13], predict the reactants needed to synthesize it. The reactants are: C(Cl)(=O)C(Cl)=O.CS(C)=O.[CH2:11]([C@H:14]1[CH2:19][C@H:18]([C:20]2[CH:25]=[CH:24][CH:23]=[C:22]([Cl:26])[CH:21]=2)[C@@H:17]([C:27]2[CH:32]=[CH:31][C:30]([Cl:33])=[CH:29][CH:28]=2)[N:16]([C@@H:34]([CH2:40][CH3:41])[C:35](OCC)=[O:36])[C:15]1=[O:42])[CH:12]=[CH2:13].C(N(CC)CC)C. (5) Given the product [CH3:1][O:2][C:3]1[CH:9]=[C:8]2[C:6](=[CH:5][CH:4]=1)[N:7]=[CH:15][CH:10]=[CH:11]2, predict the reactants needed to synthesize it. The reactants are: [CH3:1][O:2][C:3]1[CH:9]=[CH:8][C:6]([NH2:7])=[CH:5][CH:4]=1.[CH:10]1[C:15]([N+]([O-])=O)=CC=C(O)[CH:11]=1.S(=O)(=O)(O)O.[OH-].[Na+].